Dataset: Reaction yield outcomes from USPTO patents with 853,638 reactions. Task: Predict the reaction yield, written as a fraction of the theoretical maximum amount of product (1.0 means a 100% yield; for example, 0.34 means a 34% yield). (1) The catalyst is CN(C=O)C.C(OCC)(=O)C. The reactants are [CH3:1][C:2]1[CH:7]=[C:6]([C:8]2[C:12]3[CH:13]=[C:14]4[C:19](=[CH:20][C:11]=3[N:10]([C:22]([C:35]3[CH:40]=[CH:39][CH:38]=[CH:37][CH:36]=3)([C:29]3[CH:34]=[CH:33][CH:32]=[CH:31][CH:30]=3)[C:23]3[CH:28]=[CH:27][CH:26]=[CH:25][CH:24]=3)[N:9]=2)[NH:18][C:17](=[O:21])[CH:16]=[CH:15]4)[CH:5]=[CH:4][N:3]=1.C1C(=O)N([Br:48])C(=O)C1. The yield is 0.750. The product is [Br:48][C:16]1[C:17](=[O:21])[NH:18][C:19]2[C:14]([CH:15]=1)=[CH:13][C:12]1[C:8]([C:6]3[CH:5]=[CH:4][N:3]=[C:2]([CH3:1])[CH:7]=3)=[N:9][N:10]([C:22]([C:29]3[CH:30]=[CH:31][CH:32]=[CH:33][CH:34]=3)([C:35]3[CH:40]=[CH:39][CH:38]=[CH:37][CH:36]=3)[C:23]3[CH:28]=[CH:27][CH:26]=[CH:25][CH:24]=3)[C:11]=1[CH:20]=2. (2) The reactants are [CH2:1]([C@@H:8]([C:66](=[O:130])[NH:67][CH2:68][C:69](=[O:129])[N:70]([CH3:128])[C@@H:71]([CH2:124][CH:125]([CH3:127])[CH3:126])[C:72](=[O:123])[N:73]([CH3:122])[C@@H:74]([CH:119]([CH3:121])[CH3:120])[C:75](=[O:118])[NH:76][C@@H:77]([CH2:111][C:112]1[CH:117]=[CH:116][CH:115]=[CH:114][CH:113]=1)[C:78](=[O:110])[NH:79][C@H:80]([C:85](=[O:109])[N:86]([CH3:108])[C@@H:87]([CH2:101][C:102]1[CH:107]=[CH:106][CH:105]=[CH:104][CH:103]=1)[C:88](=[O:100])[NH:89][C@@H:90]([CH3:99])[C:91](=[O:98])[N:92]1[CH2:97][CH2:96][CH2:95][CH2:94][CH2:93]1)[CH2:81][C:82](O)=[O:83])[N:9]([CH3:65])[C:10](=[O:64])[C@H:11]([C@H:42]([O:44][C:45]([C:58]1[CH:63]=[CH:62][CH:61]=[CH:60][CH:59]=1)([C:52]1[CH:57]=[CH:56][CH:55]=[CH:54][CH:53]=1)[C:46]1[CH:51]=[CH:50][CH:49]=[CH:48][CH:47]=1)[CH3:43])[NH:12][C:13](=[O:41])[C@H:14]([CH2:37][CH:38]([CH3:40])[CH3:39])[N:15]([CH3:36])[C:16](=[O:35])[C@H:17]([CH:32]([CH3:34])[CH3:33])[NH:18][C:19](=[O:31])[C@H:20]([CH3:30])[N:21]([CH3:29])[C:22](=[O:28])[O:23][C:24]([CH3:27])([CH3:26])[CH3:25])[C:2]1[CH:7]=[CH:6][CH:5]=[CH:4][CH:3]=1.[C:131]1([CH2:137][SH:138])[CH:136]=[CH:135][CH:134]=[CH:133][CH:132]=1.CC(C)N=C=NC(C)C. The catalyst is ClCCl.CN(C=O)C.CN(C)C1C=CN=CC=1. The product is [CH2:1]([C@@H:8]([C:66](=[O:130])[NH:67][CH2:68][C:69](=[O:129])[N:70]([CH3:128])[C@@H:71]([CH2:124][CH:125]([CH3:127])[CH3:126])[C:72](=[O:123])[N:73]([CH3:122])[C@@H:74]([CH:119]([CH3:121])[CH3:120])[C:75](=[O:118])[NH:76][C@@H:77]([CH2:111][C:112]1[CH:117]=[CH:116][CH:115]=[CH:114][CH:113]=1)[C:78](=[O:110])[NH:79][C@H:80]([C:85](=[O:109])[N:86]([CH3:108])[C@@H:87]([CH2:101][C:102]1[CH:103]=[CH:104][CH:105]=[CH:106][CH:107]=1)[C:88](=[O:100])[NH:89][C@@H:90]([CH3:99])[C:91](=[O:98])[N:92]1[CH2:97][CH2:96][CH2:95][CH2:94][CH2:93]1)[CH2:81][C:82](=[O:83])[S:138][CH2:137][C:131]1[CH:136]=[CH:135][CH:134]=[CH:133][CH:132]=1)[N:9]([CH3:65])[C:10](=[O:64])[C@H:11]([C@H:42]([O:44][C:45]([C:46]1[CH:51]=[CH:50][CH:49]=[CH:48][CH:47]=1)([C:52]1[CH:57]=[CH:56][CH:55]=[CH:54][CH:53]=1)[C:58]1[CH:63]=[CH:62][CH:61]=[CH:60][CH:59]=1)[CH3:43])[NH:12][C:13](=[O:41])[C@H:14]([CH2:37][CH:38]([CH3:40])[CH3:39])[N:15]([CH3:36])[C:16](=[O:35])[C@H:17]([CH:32]([CH3:34])[CH3:33])[NH:18][C:19](=[O:31])[C@H:20]([CH3:30])[N:21]([CH3:29])[C:22](=[O:28])[O:23][C:24]([CH3:25])([CH3:26])[CH3:27])[C:2]1[CH:7]=[CH:6][CH:5]=[CH:4][CH:3]=1. The yield is 0.710. (3) The reactants are Cl[C:2]1[CH:7]=[C:6]([NH:8][C:9]2[NH:10][N:11]=[C:12]([CH3:14])[CH:13]=2)[N:5]=[C:4]([S:15][C:16]2[CH:21]=[CH:20][C:19]([NH:22][C:23]([CH:25]3[CH2:27][CH2:26]3)=[O:24])=[CH:18][CH:17]=2)[N:3]=1.[CH3:28][N:29]1[CH2:34][CH2:33][NH:32][CH2:31][CH2:30]1. No catalyst specified. The product is [CH3:28][N:29]1[CH2:34][CH2:33][N:32]([C:2]2[CH:7]=[C:6]([NH:8][C:9]3[NH:10][N:11]=[C:12]([CH3:14])[CH:13]=3)[N:5]=[C:4]([S:15][C:16]3[CH:21]=[CH:20][C:19]([NH:22][C:23]([CH:25]4[CH2:27][CH2:26]4)=[O:24])=[CH:18][CH:17]=3)[N:3]=2)[CH2:31][CH2:30]1. The yield is 0.660. (4) The reactants are [CH3:1][C:2]1[CH:7]=[CH:6][C:5]([S:8](Cl)(=[O:10])=[O:9])=[CH:4][CH:3]=1.[C:12]1([CH2:18][OH:19])([CH2:16][OH:17])[CH2:15][CH2:14][CH2:13]1. The catalyst is N1C=CC=CC=1. The product is [CH3:1][C:2]1[CH:7]=[CH:6][C:5]([S:8]([O:17][CH2:16][C:12]2([CH2:18][O:19][S:8]([C:5]3[CH:6]=[CH:7][C:2]([CH3:1])=[CH:3][CH:4]=3)(=[O:10])=[O:9])[CH2:15][CH2:14][CH2:13]2)(=[O:10])=[O:9])=[CH:4][CH:3]=1. The yield is 0.362. (5) The reactants are [CH2:1]([C:3]1([OH:11])[CH2:10][CH2:9][CH2:8][CH2:7][CH2:6][CH2:5][CH2:4]1)[CH3:2].C([Li])CCC.[C:17](Cl)(=[O:21])[C:18]([CH3:20])=[CH2:19].C(=O)(O)[O-].[Na+]. The product is [C:17]([O:11][C:3]1([CH2:1][CH3:2])[CH2:4][CH2:5][CH2:6][CH2:7][CH2:8][CH2:9][CH2:10]1)(=[O:21])[C:18]([CH3:20])=[CH2:19]. The yield is 0.510. The catalyst is O1CCCC1.C(OCC)C. (6) The reactants are [CH:1]1([NH:4][CH2:5][CH2:6][C:7]2[CH:12]=[CH:11][C:10]([O:13][CH2:14][CH2:15][C:16]3[CH:21]=[CH:20][CH:19]=[CH:18][CH:17]=3)=[CH:9][CH:8]=2)[CH2:3][CH2:2]1.Br[CH2:23][CH2:24][CH2:25][C:26]#[N:27].CCN(C(C)C)C(C)C.C(Cl)Cl. The catalyst is CC#N. The product is [CH:1]1([N:4]([CH2:5][CH2:6][C:7]2[CH:12]=[CH:11][C:10]([O:13][CH2:14][CH2:15][C:16]3[CH:17]=[CH:18][CH:19]=[CH:20][CH:21]=3)=[CH:9][CH:8]=2)[CH2:23][CH2:24][CH2:25][C:26]#[N:27])[CH2:2][CH2:3]1. The yield is 0.880. (7) The catalyst is CN(C=O)C.CCOC(C)=O.CCOC(C)=O.CO. The yield is 0.310. The reactants are [Br:1][C:2]1[C:7]([F:8])=[CH:6][C:5]([N:9]2[CH:14]=[C:13]([O:15][CH3:16])[C:12](=[O:17])[C:11]([C:18]([OH:20])=O)=[N:10]2)=[C:4]([F:21])[CH:3]=1.Cl.[CH3:23][NH:24][O:25][CH3:26].C1C=CC2N(O)N=NC=2C=1.C(N(CC)CC)C.CCN=C=NCCCN(C)C. The product is [Br:1][C:2]1[C:7]([F:8])=[CH:6][C:5]([N:9]2[CH:14]=[C:13]([O:15][CH3:16])[C:12](=[O:17])[C:11]([C:18]([N:24]([O:25][CH3:26])[CH3:23])=[O:20])=[N:10]2)=[C:4]([F:21])[CH:3]=1. (8) The reactants are [F:1][C:2]([F:25])([F:24])[C:3]1[CH:4]=[C:5]([CH:21]=[CH:22][CH:23]=1)[CH2:6][CH:7]1[S:11][C:10](=[N:12][C:13]2[CH:18]=[CH:17][C:16]([CH3:19])=[CH:15][CH:14]=2)[NH:9][C:8]1=[O:20].[C:26](=O)([O-])[O-].[Na+].[Na+].CI. The catalyst is CN(C=O)C.ClCCl. The product is [F:25][C:2]([F:1])([F:24])[C:3]1[CH:4]=[C:5]([CH:21]=[CH:22][CH:23]=1)[CH2:6][CH:7]1[S:11][C:10](=[N:12][C:13]2[CH:14]=[CH:15][C:16]([CH3:19])=[CH:17][CH:18]=2)[N:9]([CH3:26])[C:8]1=[O:20]. The yield is 0.380. (9) The reactants are [CH2:1]([CH:8]1[CH2:17][C:16]2[C:11](=[CH:12][CH:13]=[CH:14][CH:15]=2)[CH2:10][N:9]1[CH2:18][CH2:19][NH2:20])[C:2]1[CH:7]=[CH:6][CH:5]=[CH:4][CH:3]=1.[C:21]([C:23]1[CH:30]=[CH:29][C:26]([CH2:27]Br)=[CH:25][CH:24]=1)#[N:22].C(=O)([O-])[O-].[K+].[K+].O. The product is [C:21]([C:23]1[CH:30]=[CH:29][C:26]([CH2:27][NH:20][CH2:19][CH2:18][N:9]2[CH:8]([CH2:1][C:2]3[CH:3]=[CH:4][CH:5]=[CH:6][CH:7]=3)[CH2:17][C:16]3[C:11](=[CH:12][CH:13]=[CH:14][CH:15]=3)[CH2:10]2)=[CH:25][CH:24]=1)#[N:22]. The yield is 0.367. The catalyst is C(#N)C.